Dataset: TCR-epitope binding with 47,182 pairs between 192 epitopes and 23,139 TCRs. Task: Binary Classification. Given a T-cell receptor sequence (or CDR3 region) and an epitope sequence, predict whether binding occurs between them. (1) The epitope is ELAGIGILTV. The TCR CDR3 sequence is CASSHTLRLANQETQYF. Result: 0 (the TCR does not bind to the epitope). (2) The epitope is HTTDPSFLGRY. The TCR CDR3 sequence is CSVKPGLAGSDTQYF. Result: 0 (the TCR does not bind to the epitope). (3) The epitope is AVFDRKSDAK. The TCR CDR3 sequence is CASSSGDRGLYEQYF. Result: 1 (the TCR binds to the epitope). (4) The epitope is RAKFKQLL. The TCR CDR3 sequence is CASSFSLDKPTNTGELFF. Result: 1 (the TCR binds to the epitope). (5) The epitope is DATYQRTRALVR. The TCR CDR3 sequence is CASSPLVGSYNEQFF. Result: 0 (the TCR does not bind to the epitope). (6) The epitope is IIKDYGKQM. The TCR CDR3 sequence is CASSQEGRRDTQYF. Result: 0 (the TCR does not bind to the epitope). (7) The epitope is NYSGVVTTVMF. The TCR CDR3 sequence is CASSQDIIVNTEAFF. Result: 1 (the TCR binds to the epitope). (8) The epitope is FLNRFTTTL. The TCR CDR3 sequence is CASSESEGITEAFF. Result: 1 (the TCR binds to the epitope). (9) The epitope is KLGGALQAK. The TCR CDR3 sequence is CASSQDPGSNQPQHF. Result: 1 (the TCR binds to the epitope).